From a dataset of Catalyst prediction with 721,799 reactions and 888 catalyst types from USPTO. Predict which catalyst facilitates the given reaction. (1) Reactant: [C:1]12([C:7]([O:9]CC)=[O:8])[CH2:6][CH:5]1[CH2:4][CH2:3][CH2:2]2.[OH-].[Na+]. Product: [C:1]12([C:7]([OH:9])=[O:8])[CH2:6][CH:5]1[CH2:4][CH2:3][CH2:2]2. The catalyst class is: 24. (2) Reactant: [CH3:1][C:2]1[CH:10]=[CH:9][C:5]([C:6](Cl)=[O:7])=[CH:4][C:3]=1[O:11][C:12]1[C:17]([C:18]2[CH:23]=[CH:22][N:21]=[C:20]([NH:24][CH3:25])[N:19]=2)=[CH:16][CH:15]=[CH:14][N:13]=1.C1COCC1.[Br-].[Mg+2].[Br-].[CH3:34][O:35][C:36]1[CH:41]=[CH:40][CH:39]=[CH:38][CH:37]=1.[Br-].[Mg+2].[Br-]. Product: [CH3:34][O:35][C:36]1[CH:41]=[CH:40][CH:39]=[CH:38][C:37]=1[C:6]([C:5]1[CH:9]=[CH:10][C:2]([CH3:1])=[C:3]([O:11][C:12]2[C:17]([C:18]3[CH:23]=[CH:22][N:21]=[C:20]([NH:24][CH3:25])[N:19]=3)=[CH:16][CH:15]=[CH:14][N:13]=2)[CH:4]=1)=[O:7]. The catalyst class is: 2. (3) Reactant: [CH2:1]([N:3]1[C:15]2[CH:14]=[CH:13][C:12]([C:16](=O)C)=[CH:11][C:10]=2[C:9]2[C:4]1=[CH:5][CH:6]=[CH:7][CH:8]=2)[CH3:2].[NH:19]1[CH2:24][CH2:23][CH:22]([C:25]2[CH:26]=[C:27]([N:31]3[CH2:35][CH2:34][CH2:33][C:32]3=[O:36])[CH:28]=[CH:29][CH:30]=2)[CH2:21][CH2:20]1.C(O[BH-](OC(=O)C)OC(=O)C)(=O)C.[Na+].CC(O)=O.C([O-])(O)=O.[Na+]. Product: [CH2:1]([N:3]1[C:15]2[CH:14]=[CH:13][C:12]([CH2:16][N:19]3[CH2:20][CH2:21][CH:22]([C:25]4[CH:26]=[C:27]([N:31]5[CH2:35][CH2:34][CH2:33][C:32]5=[O:36])[CH:28]=[CH:29][CH:30]=4)[CH2:23][CH2:24]3)=[CH:11][C:10]=2[C:9]2[C:4]1=[CH:5][CH:6]=[CH:7][CH:8]=2)[CH3:2]. The catalyst class is: 26.